Dataset: Peptide-MHC class I binding affinity with 185,985 pairs from IEDB/IMGT. Task: Regression. Given a peptide amino acid sequence and an MHC pseudo amino acid sequence, predict their binding affinity value. This is MHC class I binding data. (1) The peptide sequence is KLPTWLGAA. The MHC is HLA-A02:06 with pseudo-sequence HLA-A02:06. The binding affinity (normalized) is 0.793. (2) The peptide sequence is KIIDNFEKL. The MHC is H-2-Db with pseudo-sequence H-2-Db. The binding affinity (normalized) is 0.0821.